This data is from Full USPTO retrosynthesis dataset with 1.9M reactions from patents (1976-2016). The task is: Predict the reactants needed to synthesize the given product. (1) Given the product [NH:25]1[C:26]2[C:21](=[CH:20][CH:19]=[C:18]([C:16]3[N:17]=[C:12]([C:10]([O:9][CH3:8])=[O:11])[C:13]([O:35][S:36]([C:39]([F:41])([F:42])[F:40])(=[O:38])=[O:37])=[CH:14][CH:15]=3)[CH:27]=2)[CH2:22][CH2:23][CH2:24]1, predict the reactants needed to synthesize it. The reactants are: FC(F)(F)C(O)=O.[CH3:8][O:9][C:10]([C:12]1[N:17]=[C:16]([C:18]2[CH:27]=[C:26]3[C:21]([CH2:22][CH2:23][CH2:24][N:25]3C(OC(C)(C)C)=O)=[CH:20][CH:19]=2)[CH:15]=[CH:14][C:13]=1[O:35][S:36]([C:39]([F:42])([F:41])[F:40])(=[O:38])=[O:37])=[O:11]. (2) Given the product [CH3:1][O:2][C:3](=[O:12])[C:4]1[CH:9]=[CH:8][C:7]([CH2:10][N:15]2[C:16]3[C:21](=[CH:20][CH:19]=[CH:18][CH:17]=3)[C:22]([CH:23]=[C:29]3[S:25][C:26](=[O:31])[NH:27][C:28]3=[O:30])=[C:14]2[CH3:13])=[CH:6][CH:5]=1, predict the reactants needed to synthesize it. The reactants are: [CH3:1][O:2][C:3](=[O:12])[C:4]1[CH:9]=[CH:8][C:7]([CH2:10]Br)=[CH:6][CH:5]=1.[CH3:13][C:14]1[NH:15][C:16]2[C:21]([C:22]=1[CH:23]=O)=[CH:20][CH:19]=[CH:18][CH:17]=2.[S:25]1[CH2:29][C:28](=[O:30])[NH:27][C:26]1=[O:31]. (3) Given the product [Br:18][C:15]1[CH:16]=[CH:17][C:12]2[NH:11][C:10](=[O:28])[CH:8]([CH3:9])[N:7]=[C:19]([C:20]3[CH:25]=[CH:24][CH:23]=[CH:22][C:21]=3[F:26])[C:13]=2[CH:14]=1, predict the reactants needed to synthesize it. The reactants are: C(OC(=O)[NH:7][CH:8]([C:10](=[O:28])[NH:11][C:12]1[CH:17]=[CH:16][C:15]([Br:18])=[CH:14][C:13]=1[C:19](=O)[C:20]1[CH:25]=[CH:24][CH:23]=[CH:22][C:21]=1[F:26])[CH3:9])(C)(C)C.Cl. (4) Given the product [CH2:20]([O:22][C:23]1[CH:24]=[C:25]([NH:26][CH:2]([C:14]2[CH:19]=[CH:18][CH:17]=[CH:16][CH:15]=2)[C:3]([C:5]2[C:13]3[C:8](=[CH:9][CH:10]=[CH:11][CH:12]=3)[NH:7][CH:6]=2)=[O:4])[CH:27]=[CH:28][CH:29]=1)[CH3:21], predict the reactants needed to synthesize it. The reactants are: Cl[CH:2]([C:14]1[CH:19]=[CH:18][CH:17]=[CH:16][CH:15]=1)[C:3]([C:5]1[C:13]2[C:8](=[CH:9][CH:10]=[CH:11][CH:12]=2)[NH:7][CH:6]=1)=[O:4].[CH2:20]([O:22][C:23]1[CH:24]=[C:25]([CH:27]=[CH:28][CH:29]=1)[NH2:26])[CH3:21].CCN(C(C)C)C(C)C.